This data is from Full USPTO retrosynthesis dataset with 1.9M reactions from patents (1976-2016). The task is: Predict the reactants needed to synthesize the given product. (1) Given the product [CH:36]1[C:37]2[CH:38]([CH2:40][O:41][C:42]([NH:44][NH:45][C:46]([C:48]3[S:49][C:50]([CH:53]([NH:55][C:57]([O:59][CH2:60][C:61]4[CH:66]=[CH:65][CH:64]=[CH:63][CH:62]=4)=[O:58])[CH3:54])=[CH:51][CH:52]=3)=[O:47])=[O:43])[C:39]3[C:31](=[CH:30][CH:29]=[CH:28][CH:27]=3)[C:32]=2[CH:33]=[CH:34][CH:35]=1, predict the reactants needed to synthesize it. The reactants are: FC(F)(F)C(O)=O.FC(F)(F)C(O)=O.NC(C1SC(C(NN)=O)=CC=1)C.[CH:27]1[C:39]2[CH:38]([CH2:40][O:41][C:42]([NH:44][NH:45][C:46]([C:48]3[S:49][C:50]([CH:53]([NH2:55])[CH3:54])=[CH:51][CH:52]=3)=[O:47])=[O:43])[C:37]3[C:32](=[CH:33][CH:34]=[CH:35][CH:36]=3)[C:31]=2[CH:30]=[CH:29][CH:28]=1.Cl[C:57]([O:59][CH2:60][C:61]1[CH:66]=[CH:65][CH:64]=[CH:63][CH:62]=1)=[O:58]. (2) Given the product [C:1]([O:5][C:6]([N:8]1[C:16]2[C:11](=[C:12]([CH2:19][CH2:20][C:21]([OH:24])([CH3:23])[CH3:22])[CH:13]=[C:14]([CH2:17][N:26]([CH3:25])[CH:27]([CH3:32])[C:28]([CH3:31])([CH3:30])[CH3:29])[CH:15]=2)[CH:10]=[CH:9]1)=[O:7])([CH3:2])([CH3:4])[CH3:3], predict the reactants needed to synthesize it. The reactants are: [C:1]([O:5][C:6]([N:8]1[C:16]2[C:11](=[C:12]([CH2:19][CH2:20][C:21]([OH:24])([CH3:23])[CH3:22])[CH:13]=[C:14]([CH:17]=O)[CH:15]=2)[CH:10]=[CH:9]1)=[O:7])([CH3:4])([CH3:3])[CH3:2].[CH3:25][NH:26][CH:27]([CH3:32])[C:28]([CH3:31])([CH3:30])[CH3:29].C(O)(=O)C.[BH4-].[Na+]. (3) Given the product [CH3:1][C:2](=[CH:4][CH2:5][CH2:6][CH:7]([CH2:9][CH:10]=[O:11])[CH3:8])[CH3:3], predict the reactants needed to synthesize it. The reactants are: [CH3:1][C:2](=[CH:4][CH2:5][CH2:6][C:7](=[CH:9][CH:10]=[O:11])[CH3:8])[CH3:3].C(O)(C)C. (4) Given the product [I:1][C:2]1[CH:7]=[CH:6][C:5]([NH:8][N:9]=[C:10]([C:13]2[CH:14]=[N:15][CH:16]=[CH:17][CH:18]=2)[CH3:11])=[CH:4][CH:3]=1, predict the reactants needed to synthesize it. The reactants are: [I:1][C:2]1[CH:7]=[CH:6][C:5]([NH:8][NH2:9])=[CH:4][CH:3]=1.[C:10]([C:13]1[CH:14]=[N:15][CH:16]=[CH:17][CH:18]=1)(=O)[CH3:11]. (5) Given the product [CH3:32][O:33][C:34](=[O:71])[CH2:35][CH2:36][C:37]1[CH:38]=[CH:39][C:40]([CH2:43][N:44]2[C:48]3[CH:49]=[C:50]([F:54])[C:51]([F:53])=[CH:52][C:47]=3[N:46]=[C:45]2[C:55]2[C:56]([OH:61])=[N:57][CH:58]=[CH:59][CH:60]=2)=[CH:41][CH:42]=1, predict the reactants needed to synthesize it. The reactants are: C1(CN2C3C=C(F)C(F)=CC=3N=C2C2C(OCC3CCCC3)=NC=CC=2)CCCCC1.[CH3:32][O:33][C:34](=[O:71])[CH2:35][CH2:36][C:37]1[CH:42]=[CH:41][C:40]([CH2:43][N:44]2[C:48]3[CH:49]=[C:50]([F:54])[C:51]([F:53])=[CH:52][C:47]=3[N:46]=[C:45]2[C:55]2[C:56]([O:61]CC3C=CC(OC)=CC=3)=[N:57][CH:58]=[CH:59][CH:60]=2)=[CH:39][CH:38]=1.